Dataset: Full USPTO retrosynthesis dataset with 1.9M reactions from patents (1976-2016). Task: Predict the reactants needed to synthesize the given product. (1) Given the product [CH3:33][N:29]1[CH2:28][CH:27]([C:34]2[CH:38]=[CH:37][S:36][CH:35]=2)[C:26]2[C:31](=[CH:32][C:23]([O:22][CH2:21][CH2:20][CH2:19][N:2]3[CH2:11][CH2:10][CH2:9][CH2:4][CH2:3]3)=[CH:24][CH:25]=2)[CH2:30]1, predict the reactants needed to synthesize it. The reactants are: C[N:2]1[CH2:11][CH:10](C2C=CSC=2)[C:9]2[C:4](=CC(O)=CC=2)[CH2:3]1.Cl[CH2:19][CH2:20][CH2:21][O:22][C:23]1[CH:32]=[C:31]2[C:26]([CH:27]([C:34]3[CH:38]=[CH:37][S:36][CH:35]=3)[CH2:28][N:29]([CH3:33])[CH2:30]2)=[CH:25][CH:24]=1.C([O-])([O-])=O.[Na+].[Na+].N1CCCCC1. (2) Given the product [CH:20]([CH:11]1[CH2:10][N:9]([C:7](=[O:8])/[CH:6]=[CH:5]/[C:4]([OH:23])=[O:3])[C:14]2[CH:15]=[CH:16][CH:17]=[C:18]([CH3:19])[C:13]=2[O:12]1)([CH3:22])[CH3:21], predict the reactants needed to synthesize it. The reactants are: C([O:3][C:4](=[O:23])/[CH:5]=[CH:6]/[C:7]([N:9]1[C:14]2[CH:15]=[CH:16][CH:17]=[C:18]([CH3:19])[C:13]=2[O:12][CH:11]([CH:20]([CH3:22])[CH3:21])[CH2:10]1)=[O:8])C.[OH-].[Na+]. (3) Given the product [NH2:1][C:4]1[CH:5]=[CH:6][C:7]([S:10]([NH:13][CH2:14][CH2:15][CH2:16][CH2:17][C@@H:18]([C:37]([OH:39])=[O:38])[NH:19][C:20]([O:22][CH2:23][CH:24]2[C:36]3[CH:35]=[CH:34][CH:33]=[CH:32][C:31]=3[C:30]3[C:25]2=[CH:26][CH:27]=[CH:28][CH:29]=3)=[O:21])(=[O:11])=[O:12])=[CH:8][CH:9]=1, predict the reactants needed to synthesize it. The reactants are: [N+:1]([C:4]1[CH:9]=[CH:8][C:7]([S:10]([NH:13][CH2:14][CH2:15][CH2:16][CH2:17][C@@H:18]([C:37]([OH:39])=[O:38])[NH:19][C:20]([O:22][CH2:23][CH:24]2[C:36]3[CH:35]=[CH:34][CH:33]=[CH:32][C:31]=3[C:30]3[C:25]2=[CH:26][CH:27]=[CH:28][CH:29]=3)=[O:21])(=[O:12])=[O:11])=[CH:6][CH:5]=1)([O-])=O. (4) Given the product [NH2:5][C:4]1[C:3]2[C:2](=[CH:9][CH:8]=[CH:7][C:6]=2[O:10][CH2:11][CH:12]2[CH2:13][CH2:14][N:15]([C:18](=[O:26])[C:19]3[CH:24]=[CH:23][CH:22]=[C:21]([OH:25])[CH:20]=3)[CH2:16][CH2:17]2)[N:1]=[C:28]([CH3:35])[C:29]=1[C:30]([O:32][CH2:33][CH3:34])=[O:31], predict the reactants needed to synthesize it. The reactants are: [NH2:1][C:2]1[CH:9]=[CH:8][CH:7]=[C:6]([O:10][CH2:11][CH:12]2[CH2:17][CH2:16][N:15]([C:18](=[O:26])[C:19]3[CH:24]=[CH:23][CH:22]=[C:21]([OH:25])[CH:20]=3)[CH2:14][CH2:13]2)[C:3]=1[C:4]#[N:5].O=[C:28]([CH3:35])[CH2:29][C:30]([O:32][CH2:33][CH3:34])=[O:31].